From a dataset of Forward reaction prediction with 1.9M reactions from USPTO patents (1976-2016). Predict the product of the given reaction. (1) The product is: [ClH:11].[C:1]([C:5]1[C:10]([Cl:11])=[CH:9][C:8]([C:12]2[N:13]([C:31]([N:46]3[CH2:45][CH2:44][N:43]([CH2:42][C:41]([N:40]([CH:37]([CH3:39])[CH3:38])[CH3:50])=[O:49])[CH2:48][CH2:47]3)=[O:32])[C@H:14]([C:24]3[CH:29]=[CH:28][C:27]([Cl:30])=[CH:26][CH:25]=3)[C@H:15]([C:17]3[CH:18]=[CH:19][C:20]([Cl:23])=[CH:21][CH:22]=3)[N:16]=2)=[C:7]([O:34][CH2:35][CH3:36])[CH:6]=1)([CH3:3])([CH3:2])[CH3:4]. Given the reactants [C:1]([C:5]1[C:10]([Cl:11])=[CH:9][C:8]([C:12]2[N:13]([C:31](Cl)=[O:32])[C@H:14]([C:24]3[CH:29]=[CH:28][C:27]([Cl:30])=[CH:26][CH:25]=3)[C@H:15]([C:17]3[CH:22]=[CH:21][C:20]([Cl:23])=[CH:19][CH:18]=3)[N:16]=2)=[C:7]([O:34][CH2:35][CH3:36])[CH:6]=1)([CH3:4])([CH3:3])[CH3:2].[CH:37]([N:40]([CH3:50])[C:41](=[O:49])[CH2:42][N:43]1[CH2:48][CH2:47][NH:46][CH2:45][CH2:44]1)([CH3:39])[CH3:38], predict the reaction product. (2) Given the reactants [Cl:1][C:2]1[CH:12]=[CH:11][CH:10]=[C:9](Cl)[C:3]=1[CH2:4][S:5]([NH2:8])(=[O:7])=[O:6].C(=O)([O-])[O-].[K+].[K+], predict the reaction product. The product is: [O:6]=[S:5]1(=[O:7])[CH2:4][C:3]2[C:2]([Cl:1])=[CH:12][CH:11]=[CH:10][C:9]=2[NH:8]1. (3) Given the reactants [OH:1][C:2]1[CH:3]=[C:4]([CH:8]=[CH:9][C:10]=1[CH3:11])[C:5]([OH:7])=[O:6].OS(O)(=O)=O.[CH3:17]O, predict the reaction product. The product is: [CH3:17][O:6][C:5](=[O:7])[C:4]1[CH:8]=[CH:9][C:10]([CH3:11])=[C:2]([OH:1])[CH:3]=1. (4) Given the reactants [CH2:1]([N:4](C)[CH:5]([C:25]1[CH:30]=[CH:29][C:28]([F:31])=[CH:27][CH:26]=1)[C:6]([N:8]([CH2:10][C:11]1[C:20]2[C:15](=[CH:16][CH:17]=[CH:18][CH:19]=2)[CH:14]=[C:13]([C:21]#[N:22])[C:12]=1[O:23][CH3:24])[CH3:9])=[O:7])C=C.C1(P(C2C=CC=CC=2)CCCCP(C2C=CC=CC=2)C2C=CC=CC=2)C=CC=CC=1.C(O)(=O)C1C(=CC=CC=1)S, predict the reaction product. The product is: [C:21]([C:13]1[C:12]([O:23][CH3:24])=[C:11]([CH2:10][N:8]([CH3:9])[C:6](=[O:7])[CH:5]([C:25]2[CH:30]=[CH:29][C:28]([F:31])=[CH:27][CH:26]=2)[NH:4][CH3:1])[C:20]2[C:15]([CH:14]=1)=[CH:16][CH:17]=[CH:18][CH:19]=2)#[N:22]. (5) Given the reactants [C:1](#[N:5])[CH2:2][C:3]#[N:4].[H-].[Na+].Br[C:9]1[CH:14]=[CH:13][CH:12]=[CH:11][N:10]=1.Cl, predict the reaction product. The product is: [N:10]1[CH:11]=[CH:12][CH:13]=[CH:14][C:9]=1[CH:2]([C:1]#[N:5])[C:3]#[N:4].